Task: Predict the product of the given reaction.. Dataset: Forward reaction prediction with 1.9M reactions from USPTO patents (1976-2016) (1) Given the reactants [H-].[H-].[H-].[H-].[Li+].[Al+3].[Cl:7][C:8]1[CH:19]=[CH:18][C:17]([CH2:20][CH2:21][CH2:22][O:23][CH3:24])=[CH:16][C:9]=1[C:10]([NH:12][CH:13]1[CH2:15][CH2:14]1)=O, predict the reaction product. The product is: [Cl:7][C:8]1[CH:19]=[CH:18][C:17]([CH2:20][CH2:21][CH2:22][O:23][CH3:24])=[CH:16][C:9]=1[CH2:10][NH:12][CH:13]1[CH2:14][CH2:15]1. (2) Given the reactants [ClH:1].[NH2:2][CH2:3][CH2:4][S:5][CH2:6][C@@:7]([CH3:12])([C:9]([OH:11])=[O:10])[NH2:8].FC(F)(F)C(O)=O.CC(C)(OC([NH:26][CH2:27][CH2:28]SC[C@@](C)(C(O)=O)N)=O)C, predict the reaction product. The product is: [ClH:1].[ClH:1].[NH:26]=[C:27]([NH:2][CH2:3][CH2:4][S:5][CH2:6][C@@:7]([CH3:12])([C:9]([OH:11])=[O:10])[NH2:8])[CH3:28]. (3) Given the reactants [CH3:1][O:2][CH2:3][O:4][C@H:5]1[CH2:9][CH2:8][N:7]([CH2:10][C@@H:11]([C:13]2[CH:18]=[CH:17][CH:16]=[CH:15][CH:14]=2)O)[CH2:6]1.COCO[C@H]1CCN([C@@H](C2C=CC=CC=2)CO)C1.[CH3:37][NH:38][C:39]1[CH:48]=[CH:47][C:42]([C:43]([O:45][CH3:46])=[O:44])=[CH:41][CH:40]=1, predict the reaction product. The product is: [CH3:46][O:45][C:43](=[O:44])[C:42]1[CH:47]=[CH:48][C:39]([N:38]([C@H:11]([C:13]2[CH:18]=[CH:17][CH:16]=[CH:15][CH:14]=2)[CH2:10][N:7]2[CH2:8][CH2:9][C@H:5]([O:4][CH2:3][O:2][CH3:1])[CH2:6]2)[CH3:37])=[CH:40][CH:41]=1. (4) Given the reactants [CH3:1][O:2][C:3](=[O:14])[CH2:4][O:5][C:6]1[CH:11]=[CH:10][C:9]([CH:12]=O)=[CH:8][CH:7]=1.Cl.[NH2:16][OH:17].C([O-])(=O)C.[Na+], predict the reaction product. The product is: [OH:17][N:16]=[CH:12][C:9]1[CH:10]=[CH:11][C:6]([O:5][CH2:4][C:3]([O:2][CH3:1])=[O:14])=[CH:7][CH:8]=1. (5) Given the reactants [F:1][C:2]1[CH:7]=[CH:6][C:5]([N:8]2[C:12]([CH3:13])=[CH:11][C:10]([C:14](O)=[O:15])=[C:9]2[CH3:17])=[C:4]([C:18]([F:21])([F:20])[F:19])[CH:3]=1.C1(C)C=CC=CC=1.S(Cl)([Cl:31])=O, predict the reaction product. The product is: [F:1][C:2]1[CH:7]=[CH:6][C:5]([N:8]2[C:12]([CH3:13])=[CH:11][C:10]([C:14]([Cl:31])=[O:15])=[C:9]2[CH3:17])=[C:4]([C:18]([F:21])([F:20])[F:19])[CH:3]=1.